Dataset: TCR-epitope binding with 47,182 pairs between 192 epitopes and 23,139 TCRs. Task: Binary Classification. Given a T-cell receptor sequence (or CDR3 region) and an epitope sequence, predict whether binding occurs between them. (1) The epitope is KLNVGDYFV. The TCR CDR3 sequence is CSALAGVEQYF. Result: 1 (the TCR binds to the epitope). (2) The epitope is GTITSGWTF. The TCR CDR3 sequence is CATSTGHVAYEQYF. Result: 0 (the TCR does not bind to the epitope). (3) The epitope is AVFDRKSDAK. The TCR CDR3 sequence is CASSPLTGATYNEQFF. Result: 0 (the TCR does not bind to the epitope).